Dataset: Reaction yield outcomes from USPTO patents with 853,638 reactions. Task: Predict the reaction yield, written as a fraction of the theoretical maximum amount of product (1.0 means a 100% yield; for example, 0.34 means a 34% yield). (1) The reactants are [O:1]1[C:5]2[CH:6]=[CH:7][C:8]([C:10]3([C:13]([OH:15])=O)[CH2:12][CH2:11]3)=[CH:9][C:4]=2[O:3][CH2:2]1.S(Cl)(Cl)=O.CN(C)C=O.[Br:25][C:26]1[CH:27]=[CH:28][C:29]([NH2:32])=[N:30][CH:31]=1. The catalyst is N1C=CC=CC=1. The product is [O:1]1[C:5]2[CH:6]=[CH:7][C:8]([C:10]3([C:13]([NH:32][C:29]4[CH:28]=[CH:27][C:26]([Br:25])=[CH:31][N:30]=4)=[O:15])[CH2:11][CH2:12]3)=[CH:9][C:4]=2[O:3][CH2:2]1. The yield is 0.830. (2) The reactants are [CH:1]1([C:7]([OH:9])=[O:8])[CH2:6][CH2:5][CH:4]=[CH:3][CH2:2]1.O[N:11]1[C:15](=[O:16])[CH2:14][CH2:13][C:12]1=[O:17].Cl.CN(CCCN=C=N)C.CCN(C(C)C)C(C)C. The catalyst is C(Cl)Cl. The product is [CH:1]1([C:7]([O:9][N:11]2[C:15](=[O:16])[CH2:14][CH2:13][C:12]2=[O:17])=[O:8])[CH2:6][CH2:5][CH:4]=[CH:3][CH2:2]1. The yield is 0.800. (3) The reactants are [Cl:1][C:2]1[CH:17]=[CH:16][C:5]([CH2:6][CH2:7][O:8][C:9]2[N:10]=[N:11][C:12](I)=[CH:13][CH:14]=2)=[CH:4][CH:3]=1.[C:18]([C:21]1[CH:26]=[CH:25][C:24](B(O)O)=[CH:23][CH:22]=1)([OH:20])=[O:19].C(=O)([O-])[O-].[K+].[K+]. The catalyst is C1(C)C=CC=CC=1.C(O)C.O.C1C=CC([P]([Pd]([P](C2C=CC=CC=2)(C2C=CC=CC=2)C2C=CC=CC=2)([P](C2C=CC=CC=2)(C2C=CC=CC=2)C2C=CC=CC=2)[P](C2C=CC=CC=2)(C2C=CC=CC=2)C2C=CC=CC=2)(C2C=CC=CC=2)C2C=CC=CC=2)=CC=1. The product is [Cl:1][C:2]1[CH:17]=[CH:16][C:5]([CH2:6][CH2:7][O:8][C:9]2[N:10]=[N:11][C:12]([C:24]3[CH:25]=[CH:26][C:21]([C:18]([OH:20])=[O:19])=[CH:22][CH:23]=3)=[CH:13][CH:14]=2)=[CH:4][CH:3]=1. The yield is 0.830. (4) The reactants are [ClH:1].[NH2:2][CH2:3][CH2:4][C:5]1[CH:6]=[C:7]([OH:11])[CH:8]=[CH:9][CH:10]=1.[C:12]([O:16][CH2:17][CH3:18])(=[O:15])[CH:13]=O.C1(C)C=CC=CC=1. The catalyst is C1(C)C=CC=CC=1.CCO. The product is [ClH:1].[OH:11][C:7]1[CH:6]=[C:5]2[C:10](=[CH:9][CH:8]=1)[CH:13]([C:12]([O:16][CH2:17][CH3:18])=[O:15])[NH:2][CH2:3][CH2:4]2. The yield is 0.900. (5) The reactants are C([Li])CCC.Br[C:7]1[CH:12]=[CH:11][C:10]([F:13])=[CH:9][N:8]=1.[Si:14]([O:21][CH2:22]/[CH:23]=[N:24]/[S@:25]([C:27]([CH3:30])([CH3:29])[CH3:28])=[O:26])([C:17]([CH3:20])([CH3:19])[CH3:18])([CH3:16])[CH3:15].O. The catalyst is C1(C)C=CC=CC=1. The product is [Si:14]([O:21][CH2:22][C@@H:23]([NH:24][S@:25]([C:27]([CH3:30])([CH3:29])[CH3:28])=[O:26])[C:7]1[CH:12]=[CH:11][C:10]([F:13])=[CH:9][N:8]=1)([C:17]([CH3:20])([CH3:19])[CH3:18])([CH3:16])[CH3:15]. The yield is 0.480. (6) The reactants are Br.[N+:2]([C:5]1[CH:10]=[CH:9][C:8]([CH2:11][C@@H:12]([C:14]2[N:15]=[C:16]([C:19]3[CH:24]=[CH:23][CH:22]=[CH:21][CH:20]=3)[S:17][CH:18]=2)[NH2:13])=[CH:7][CH:6]=1)([O-:4])=[O:3].C([O-])([O-])=O.[Ca+2].C(Cl)(Cl)(Cl)Cl.[C:35](Cl)(Cl)=[S:36]. The catalyst is O.C(Cl)Cl. The product is [N:13]([C@H:12]([C:14]1[N:15]=[C:16]([C:19]2[CH:20]=[CH:21][CH:22]=[CH:23][CH:24]=2)[S:17][CH:18]=1)[CH2:11][C:8]1[CH:7]=[CH:6][C:5]([N+:2]([O-:4])=[O:3])=[CH:10][CH:9]=1)=[C:35]=[S:36]. The yield is 0.730.